Dataset: Catalyst prediction with 721,799 reactions and 888 catalyst types from USPTO. Task: Predict which catalyst facilitates the given reaction. (1) Reactant: [CH:1]1([C:4]([O:6][C@@H:7]2[C@@H:15]([CH2:16][CH2:17][CH:18]([CH3:20])[CH3:19])[C@H:14]([CH3:21])[O:13][C:12](=[O:22])[C@@H:11]([NH:23][C:24](=[O:34])[C:25]3[C:30]([OH:31])=[C:29]([O:32][CH3:33])[CH:28]=[CH:27][N:26]=3)[CH2:10][O:9][CH2:8]2)=[O:5])[CH2:3][CH2:2]1.[C:35](Cl)(=[O:37])[CH3:36]. Product: [CH:1]1([C:4]([O:6][C@@H:7]2[C@@H:15]([CH2:16][CH2:17][CH:18]([CH3:20])[CH3:19])[C@H:14]([CH3:21])[O:13][C:12](=[O:22])[C@@H:11]([NH:23][C:24](=[O:34])[C:25]3[C:30]([O:31][C:35](=[O:37])[CH3:36])=[C:29]([O:32][CH3:33])[CH:28]=[CH:27][N:26]=3)[CH2:10][O:9][CH2:8]2)=[O:5])[CH2:2][CH2:3]1. The catalyst class is: 2. (2) Reactant: [OH:1][C:2]1[CH:3]=[CH:4][C:5]2[C:6]3[N:7]([CH2:21][CH2:22][N:23]=3)[C:8]([NH:12][C:13](=[O:20])[C:14]3[CH:19]=[CH:18][CH:17]=[N:16][CH:15]=3)=[N:9][C:10]=2[CH:11]=1.C([O-])([O-])=O.[K+].[K+].Cl[CH2:31][CH2:32][CH2:33][S:34]([N:37]1[CH2:42][CH2:41][O:40][CH2:39][CH2:38]1)(=[O:36])=[O:35].O. Product: [N:37]1([S:34]([CH2:33][CH2:32][CH2:31][O:1][C:2]2[CH:3]=[CH:4][C:5]3[C:6]4[N:7]([CH2:21][CH2:22][N:23]=4)[C:8]([NH:12][C:13](=[O:20])[C:14]4[CH:19]=[CH:18][CH:17]=[N:16][CH:15]=4)=[N:9][C:10]=3[CH:11]=2)(=[O:36])=[O:35])[CH2:38][CH2:39][O:40][CH2:41][CH2:42]1. The catalyst class is: 3. (3) Reactant: [C:1](=[O:4])([O-])[O-].[Cs+].[Cs+].[N:7]1[CH:12]=[C:11](B(O)O)[CH:10]=[N:9][CH:8]=1.Br[C:17]1[CH:26]=[C:25]2[C:20](C(=O)[N:22]([C:27]3[CH:28]=[C:29]([NH:34][C:35](=[O:47])[C:36]4[CH:41]=[CH:40][CH:39]=[C:38]([C:42]([C:45]#[N:46])([CH3:44])[CH3:43])[CH:37]=4)[CH:30]=[CH:31][C:32]=3[CH3:33])[CH:23]=[N:24]2)=[CH:19][CH:18]=1. Product: [C:45]([C:42]([C:38]1[CH:37]=[C:36]([CH:41]=[CH:40][CH:39]=1)[C:35]([NH:34][C:29]1[CH:30]=[CH:31][C:32]([CH3:33])=[C:27]([N:22]2[C:1](=[O:4])[C:26]3[C:25](=[CH:20][C:19]([C:11]4[CH:12]=[N:7][CH:8]=[N:9][CH:10]=4)=[CH:18][CH:17]=3)[N:24]=[CH:23]2)[CH:28]=1)=[O:47])([CH3:43])[CH3:44])#[N:46]. The catalyst class is: 73. (4) Reactant: Br[CH:2]([C:15]1[CH:20]=[CH:19][C:18]([O:21][C:22]([F:25])([F:24])[F:23])=[CH:17][CH:16]=1)[C:3]([C:5]1[CH:10]=[CH:9][C:8]([O:11][CH:12]([CH3:14])[CH3:13])=[CH:7][CH:6]=1)=O.[CH3:26][O:27][C:28](=[O:43])[CH2:29][O:30][C:31]1[CH:36]=[CH:35][C:34]([O:37][CH2:38][C:39](=[S:41])[NH2:40])=[CH:33][C:32]=1[CH3:42]. Product: [CH3:26][O:27][C:28](=[O:43])[CH2:29][O:30][C:31]1[CH:36]=[CH:35][C:34]([O:37][CH2:38][C:39]2[S:41][C:2]([C:15]3[CH:20]=[CH:19][C:18]([O:21][C:22]([F:25])([F:24])[F:23])=[CH:17][CH:16]=3)=[C:3]([C:5]3[CH:10]=[CH:9][C:8]([O:11][CH:12]([CH3:14])[CH3:13])=[CH:7][CH:6]=3)[N:40]=2)=[CH:33][C:32]=1[CH3:42]. The catalyst class is: 14. (5) Reactant: [F:1][C:2]([F:8])([F:7])[C:3]([NH:5][NH2:6])=O.[I:9][C:10]1[CH:11]=[C:12]([CH:18]=[CH:19][C:20]=1[CH3:21])[C:13](=[NH:17])OCC. Product: [I:9][C:10]1[CH:11]=[C:12]([C:13]2[NH:17][C:3]([C:2]([F:8])([F:7])[F:1])=[N:5][N:6]=2)[CH:18]=[CH:19][C:20]=1[CH3:21]. The catalyst class is: 5.